From a dataset of Reaction yield outcomes from USPTO patents with 853,638 reactions. Predict the reaction yield, written as a fraction of the theoretical maximum amount of product (1.0 means a 100% yield; for example, 0.34 means a 34% yield). (1) The yield is 0.740. The product is [F:1][C:2]1[CH:3]=[C:4]([CH2:10][N:11]([CH3:19])[C:12](=[O:18])[O:13][C:14]([CH3:15])([CH3:16])[CH3:17])[CH:5]=[CH:6][C:7]=1[CH:8]=[O:9]. The catalyst is C(Cl)Cl.O=[Mn]=O. The reactants are [F:1][C:2]1[CH:3]=[C:4]([CH2:10][N:11]([CH3:19])[C:12](=[O:18])[O:13][C:14]([CH3:17])([CH3:16])[CH3:15])[CH:5]=[CH:6][C:7]=1[CH2:8][OH:9]. (2) The reactants are [NH2:1][C:2]1[C:11]2[C:6](=[CH:7][CH:8]=[CH:9][CH:10]=2)[CH:5]=[CH:4][C:3]=1[C:12]([OH:21])([C:17]([F:20])([F:19])[F:18])[C:13]([F:16])([F:15])[F:14].[CH:22]1([C:28](Cl)=[O:29])[CH2:27][CH2:26][CH2:25][CH2:24][CH2:23]1. No catalyst specified. The product is [F:20][C:17]([F:18])([F:19])[C:12]([C:3]1[CH:4]=[CH:5][C:6]2[C:11](=[CH:10][CH:9]=[CH:8][CH:7]=2)[C:2]=1[NH:1][C:28]([CH:22]1[CH2:27][CH2:26][CH2:25][CH2:24][CH2:23]1)=[O:29])([OH:21])[C:13]([F:14])([F:15])[F:16]. The yield is 0.200. (3) The reactants are [C:1]([O:5][C:6]([N:8]1[CH2:12][CH:11]2[CH2:13][N:14]([CH2:16][C:17]3[CH:25]=[CH:24][C:20]([C:21](O)=[O:22])=[CH:19][C:18]=3[Cl:26])[CH2:15][CH:10]2[CH2:9]1)=[O:7])([CH3:4])([CH3:3])[CH3:2].Cl.CN(C)CCCN=C=NCC.[NH:39]1[CH2:44][CH2:43][CH2:42][CH2:41][CH2:40]1. The catalyst is ClCCl. The product is [Cl:26][C:18]1[CH:19]=[C:20]([C:21]([N:39]2[CH2:44][CH2:43][CH2:42][CH2:41][CH2:40]2)=[O:22])[CH:24]=[CH:25][C:17]=1[CH2:16][N:14]1[CH2:15][CH:10]2[CH2:9][N:8]([C:6]([O:5][C:1]([CH3:3])([CH3:2])[CH3:4])=[O:7])[CH2:12][CH:11]2[CH2:13]1. The yield is 0.710. (4) The reactants are Br[C:2]1[CH:7]=[CH:6][CH:5]=[CH:4][C:3]=1[CH2:8][CH2:9][C:10]([N:12]([CH:22]([CH3:24])[CH3:23])[NH:13][C:14](=[O:21])[C:15]1[CH:20]=[CH:19][CH:18]=[CH:17][CH:16]=1)=[O:11].C([O-])([O-])=O.[Na+].[Na+].[CH2:31]([O:33][C:34]1[CH:35]=[C:36](B(O)O)[CH:37]=[CH:38][CH:39]=1)[CH3:32]. The catalyst is COCCOC. The product is [CH2:31]([O:33][C:34]1[CH:39]=[C:38]([C:2]2[CH:7]=[CH:6][CH:5]=[CH:4][C:3]=2[CH2:8][CH2:9][C:10]([N:12]([CH:22]([CH3:24])[CH3:23])[NH:13][C:14](=[O:21])[C:15]2[CH:20]=[CH:19][CH:18]=[CH:17][CH:16]=2)=[O:11])[CH:37]=[CH:36][CH:35]=1)[CH3:32]. The yield is 0.220.